This data is from Reaction yield outcomes from USPTO patents with 853,638 reactions. The task is: Predict the reaction yield, written as a fraction of the theoretical maximum amount of product (1.0 means a 100% yield; for example, 0.34 means a 34% yield). (1) The reactants are [C:1](#[N:4])[CH:2]=[CH2:3].[CH2:5]([NH2:8])[CH2:6][NH2:7]. The catalyst is O. The product is [CH2:5]([N:8]([CH2:3][CH2:2][C:1]#[N:4])[CH2:3][CH2:2][C:1]#[N:4])[CH2:6][N:7]([CH2:3][CH2:2][C:1]#[N:4])[CH2:3][CH2:2][C:1]#[N:4]. The yield is 0.764. (2) The product is [CH3:1][N:2]1[C:10]2[C:5](=[CH:6][CH:7]=[CH:8][CH:9]=2)[C:4]([C:11]2[C:12]([NH:14][C:22](=[O:23])[C:21]=2[C:15]2[CH:20]=[CH:19][CH:18]=[CH:17][CH:16]=2)=[O:13])=[CH:3]1. The reactants are [CH3:1][N:2]1[C:10]2[C:5](=[CH:6][CH:7]=[CH:8][CH:9]=2)[C:4]([CH2:11][C:12]([NH2:14])=[O:13])=[CH:3]1.[C:15]1([C:21](=O)[C:22](OCC)=[O:23])[CH:20]=[CH:19][CH:18]=[CH:17][CH:16]=1.CC(C)([O-])C.[K+].O. The catalyst is CN(C=O)C. The yield is 0.880.